From a dataset of M1 muscarinic receptor antagonist screen with 61,756 compounds. Binary Classification. Given a drug SMILES string, predict its activity (active/inactive) in a high-throughput screening assay against a specified biological target. (1) The drug is FC12C(C3C(C(O)(CC3)C(=O)C)(CC1O)C)CC(C=1C2(C)C=CC(=O)C1)C. The result is 0 (inactive). (2) The compound is O(CC(O)Cn1c(ncc1)C)c1c(cccc1C)C. The result is 0 (inactive). (3) The drug is Fc1c(C(=O)Nc2c(N3CCCC3)ccc(C(=O)N3CCCC3)c2)cccc1. The result is 0 (inactive). (4) The molecule is Clc1c(N2CCCCC2)ccc(NS(=O)(=O)C)c1. The result is 0 (inactive). (5) The molecule is S(c1n(c(nn1)c1oc2c(c1)cccc2)c1ccccc1)C(C)C(O)=O. The result is 0 (inactive).